This data is from Catalyst prediction with 721,799 reactions and 888 catalyst types from USPTO. The task is: Predict which catalyst facilitates the given reaction. (1) Reactant: [Br:1][C:2]1[CH:3]=[CH:4][CH:5]=[C:6]2[C:11]=1[N:10]=[C:9]([Cl:12])[N:8]=[C:7]2[NH2:13].[NH2:14][C:15]1[CH:22]=[CH:21][C:18]([C:19]#[N:20])=[C:17]([O:23][CH3:24])[CH:16]=1. Product: [ClH:12].[NH2:13][C:7]1[C:6]2[C:11](=[C:2]([Br:1])[CH:3]=[CH:4][CH:5]=2)[N:10]=[C:9]([NH:14][C:15]2[CH:22]=[CH:21][C:18]([C:19]#[N:20])=[C:17]([O:23][CH3:24])[CH:16]=2)[N:8]=1. The catalyst class is: 32. (2) Reactant: [C:1]([C:3]1[CH:4]=[C:5]2[C:9](=[CH:10][CH:11]=1)[NH:8][CH:7]=[C:6]2[CH2:12][CH2:13][CH2:14][CH2:15][N:16]1[CH2:21][CH2:20][N:19]([C:22]2[CH:23]=[CH:24][C:25]3[O:29][C:28]([C:30](=[O:32])[NH2:31])=[CH:27][C:26]=3[CH:33]=2)[CH2:18][CH2:17]1)#[N:2].[ClH:34].O. Product: [ClH:34].[C:1]([C:3]1[CH:4]=[C:5]2[C:9](=[CH:10][CH:11]=1)[NH:8][CH:7]=[C:6]2[CH2:12][CH2:13][CH2:14][CH2:15][N:16]1[CH2:17][CH2:18][N:19]([C:22]2[CH:23]=[CH:24][C:25]3[O:29][C:28]([C:30](=[O:32])[NH2:31])=[CH:27][C:26]=3[CH:33]=2)[CH2:20][CH2:21]1)#[N:2]. The catalyst class is: 7. (3) Reactant: Cl[C:2]1[N:7]=[C:6]([C:8]2[N:12]3[CH:13]=[CH:14][CH:15]=[CH:16][C:11]3=[N:10][C:9]=2[C:17]2[CH:18]=[CH:19][C:20]([O:34][CH2:35][CH3:36])=[C:21]([CH:33]=2)[C:22]([NH:24][C:25]2[C:30]([F:31])=[CH:29][CH:28]=[CH:27][C:26]=2[F:32])=[O:23])[CH:5]=[CH:4][N:3]=1.[CH3:37][O:38][C:39]1[CH:45]=[C:44]([N:46]2[CH2:51][CH2:50][CH:49]([CH2:52][CH2:53][S:54]([CH3:57])(=[O:56])=[O:55])[CH2:48][CH2:47]2)[CH:43]=[CH:42][C:40]=1[NH2:41].Cl. Product: [F:32][C:26]1[CH:27]=[CH:28][CH:29]=[C:30]([F:31])[C:25]=1[NH:24][C:22](=[O:23])[C:21]1[CH:33]=[C:17]([C:9]2[N:10]=[C:11]3[CH:16]=[CH:15][CH:14]=[CH:13][N:12]3[C:8]=2[C:6]2[CH:5]=[CH:4][N:3]=[C:2]([NH:41][C:40]3[CH:42]=[CH:43][C:44]([N:46]4[CH2:51][CH2:50][CH:49]([CH2:52][CH2:53][S:54]([CH3:57])(=[O:56])=[O:55])[CH2:48][CH2:47]4)=[CH:45][C:39]=3[O:38][CH3:37])[N:7]=2)[CH:18]=[CH:19][C:20]=1[O:34][CH2:35][CH3:36]. The catalyst class is: 836. (4) Reactant: [Br:1][C:2]1[CH:7]=[CH:6][C:5]([CH:8]([C:10]2[CH:15]=[CH:14][CH:13]=[CH:12][N:11]=2)[OH:9])=[CH:4][CH:3]=1.[H-].[Na+].Br[CH:19]([CH2:24][CH:25]([CH3:27])[CH3:26])[C:20]([O:22][CH3:23])=[O:21]. Product: [Br:1][C:2]1[CH:7]=[CH:6][C:5]([CH:8]([C:10]2[CH:15]=[CH:14][CH:13]=[CH:12][N:11]=2)[O:9][CH:19]([CH2:24][CH:25]([CH3:27])[CH3:26])[C:20]([O:22][CH3:23])=[O:21])=[CH:4][CH:3]=1. The catalyst class is: 163. (5) Reactant: [F:1][C:2]([F:12])([F:11])[C:3]1[CH:10]=[CH:9][C:6]([CH2:7]Cl)=[CH:5][CH:4]=1.[NH:13]1[CH2:18][CH2:17][NH:16][CH2:15][CH2:14]1. Product: [F:1][C:2]([F:12])([F:11])[C:3]1[CH:10]=[CH:9][C:6]([CH2:7][N:13]2[CH2:18][CH2:17][NH:16][CH2:15][CH2:14]2)=[CH:5][CH:4]=1. The catalyst class is: 1.